From a dataset of Reaction yield outcomes from USPTO patents with 853,638 reactions. Predict the reaction yield, written as a fraction of the theoretical maximum amount of product (1.0 means a 100% yield; for example, 0.34 means a 34% yield). The reactants are CN([CH:4]=[N:5][C:6]([C:8]1[N:9]=[C:10]2[C:16]3[CH:17]=[C:18]([C:21]([O:23][CH3:24])=[O:22])[CH:19]=[CH:20][C:15]=3[O:14][CH2:13][CH2:12][N:11]2[CH:25]=1)=O)C.Cl.[Cl:27][C:28]1[CH:33]=[CH:32][CH:31]=[CH:30][C:29]=1[NH:34][NH2:35]. No catalyst specified. The product is [Cl:27][C:28]1[CH:33]=[CH:32][CH:31]=[CH:30][C:29]=1[N:34]1[C:6]([C:8]2[N:9]=[C:10]3[C:16]4[CH:17]=[C:18]([C:21]([O:23][CH3:24])=[O:22])[CH:19]=[CH:20][C:15]=4[O:14][CH2:13][CH2:12][N:11]3[CH:25]=2)=[N:5][CH:4]=[N:35]1. The yield is 0.590.